Dataset: Full USPTO retrosynthesis dataset with 1.9M reactions from patents (1976-2016). Task: Predict the reactants needed to synthesize the given product. Given the product [Br:1][C:2]1[N:6]2[N:7]=[C:8]([N:12]3[CH2:17][CH2:16][NH:15][CH2:14][CH2:13]3)[CH:9]=[CH:10][C:5]2=[N:4][CH:3]=1, predict the reactants needed to synthesize it. The reactants are: [Br:1][C:2]1[N:6]2[N:7]=[C:8](Cl)[CH:9]=[CH:10][C:5]2=[N:4][CH:3]=1.[NH:12]1[CH2:17][CH2:16][NH:15][CH2:14][CH2:13]1.N#N.